Dataset: Forward reaction prediction with 1.9M reactions from USPTO patents (1976-2016). Task: Predict the product of the given reaction. Given the reactants [Li+].[OH-].[O:3]=[C:4]1[N:10]([CH:11]2[CH2:16][CH2:15][N:14]([C:17]([O:19][C@@H:20]([C:31]([O:33]C)=[O:32])[CH2:21][C:22]3[CH:27]=[C:26]([Br:28])[C:25]([OH:29])=[C:24]([Br:30])[CH:23]=3)=[O:18])[CH2:13][CH2:12]2)[CH2:9][CH2:8][C:7]2[CH:35]=[CH:36][CH:37]=[CH:38][C:6]=2[NH:5]1, predict the reaction product. The product is: [O:3]=[C:4]1[N:10]([CH:11]2[CH2:16][CH2:15][N:14]([C:17]([O:19][C@@H:20]([C:31]([OH:33])=[O:32])[CH2:21][C:22]3[CH:27]=[C:26]([Br:28])[C:25]([OH:29])=[C:24]([Br:30])[CH:23]=3)=[O:18])[CH2:13][CH2:12]2)[CH2:9][CH2:8][C:7]2[CH:35]=[CH:36][CH:37]=[CH:38][C:6]=2[NH:5]1.